From a dataset of NCI-60 drug combinations with 297,098 pairs across 59 cell lines. Regression. Given two drug SMILES strings and cell line genomic features, predict the synergy score measuring deviation from expected non-interaction effect. (1) Drug 1: CC1=C(C(CCC1)(C)C)C=CC(=CC=CC(=CC(=O)O)C)C. Drug 2: CN1C(=O)N2C=NC(=C2N=N1)C(=O)N. Cell line: HS 578T. Synergy scores: CSS=10.8, Synergy_ZIP=-6.44, Synergy_Bliss=-3.44, Synergy_Loewe=-2.55, Synergy_HSA=-2.08. (2) Drug 1: COC1=NC(=NC2=C1N=CN2C3C(C(C(O3)CO)O)O)N. Drug 2: C(CN)CNCCSP(=O)(O)O. Cell line: SF-539. Synergy scores: CSS=8.58, Synergy_ZIP=-1.43, Synergy_Bliss=3.00, Synergy_Loewe=7.12, Synergy_HSA=2.02. (3) Drug 1: C1=CC(=C2C(=C1NCCNCCO)C(=O)C3=C(C=CC(=C3C2=O)O)O)NCCNCCO. Drug 2: CCC1(CC2CC(C3=C(CCN(C2)C1)C4=CC=CC=C4N3)(C5=C(C=C6C(=C5)C78CCN9C7C(C=CC9)(C(C(C8N6C)(C(=O)OC)O)OC(=O)C)CC)OC)C(=O)OC)O.OS(=O)(=O)O. Cell line: SK-MEL-28. Synergy scores: CSS=49.9, Synergy_ZIP=-1.14, Synergy_Bliss=4.47, Synergy_Loewe=5.35, Synergy_HSA=6.63. (4) Cell line: T-47D. Drug 2: C1=CC=C(C(=C1)C(C2=CC=C(C=C2)Cl)C(Cl)Cl)Cl. Drug 1: CC=C1C(=O)NC(C(=O)OC2CC(=O)NC(C(=O)NC(CSSCCC=C2)C(=O)N1)C(C)C)C(C)C. Synergy scores: CSS=60.8, Synergy_ZIP=-0.192, Synergy_Bliss=1.88, Synergy_Loewe=-66.4, Synergy_HSA=0.170. (5) Drug 1: CN(C)N=NC1=C(NC=N1)C(=O)N. Drug 2: CC1CCC2CC(C(=CC=CC=CC(CC(C(=O)C(C(C(=CC(C(=O)CC(OC(=O)C3CCCCN3C(=O)C(=O)C1(O2)O)C(C)CC4CCC(C(C4)OC)OCCO)C)C)O)OC)C)C)C)OC. Cell line: MCF7. Synergy scores: CSS=16.6, Synergy_ZIP=1.32, Synergy_Bliss=-0.445, Synergy_Loewe=-9.98, Synergy_HSA=-0.814.